This data is from Full USPTO retrosynthesis dataset with 1.9M reactions from patents (1976-2016). The task is: Predict the reactants needed to synthesize the given product. (1) Given the product [CH3:30][NH:31][C:32](=[O:33])[C:34]1[CH:35]=[CH:36][CH:37]=[C:38]([O:24][C:22]2[CH:21]=[CH:20][C:19]([O:25][C:26]([F:28])([F:29])[F:27])=[C:18]([C@@H:8]3[C@@H:9]([OH:17])[C@@H:10]([OH:16])[C@H:11]([OH:12])[C@@H:6]([CH2:5][OH:4])[O:7]3)[CH:23]=2)[CH:39]=1, predict the reactants needed to synthesize it. The reactants are: C([O:4][CH2:5][C@@H:6]1[C@@H:11]([O:12]C(=O)C)[C@H:10]([OH:16])[C@H:9]([OH:17])[C@@H:8]([C:18]2[CH:23]=[C:22]([OH:24])[CH:21]=[CH:20][C:19]=2[O:25][C:26]([F:29])([F:28])[F:27])[O:7]1)(=O)C.[CH3:30][NH:31][C:32]([C:34]1[CH:35]=[C:36](B(O)O)[CH:37]=[CH:38][CH:39]=1)=[O:33]. (2) The reactants are: [C:1](O)(=O)/C=C\C(O)=O.[C:9]([O:16][CH3:17])(=[O:15])/[CH:10]=[CH:11]\[C:12]([O-:14])=[O:13].O. Given the product [C:12]([O:14][CH3:1])(=[O:13])/[CH:11]=[CH:10]\[C:9]([O:16][CH3:17])=[O:15], predict the reactants needed to synthesize it. (3) Given the product [CH3:1][O:2][C:3]([C:5]1[CH:13]=[C:12]2[C:8]([C:9]([CH2:14][N:15]([C:34]([O:36][C:37]([CH3:40])([CH3:39])[CH3:38])=[O:33])[C:16]3[CH:17]=[CH:18][C:19]([N:22]4[CH2:27][CH2:26][O:25][CH2:24][CH2:23]4)=[CH:20][CH:21]=3)=[CH:10][NH:11]2)=[CH:7][CH:6]=1)=[O:4], predict the reactants needed to synthesize it. The reactants are: [CH3:1][O:2][C:3]([C:5]1[CH:13]=[C:12]2[C:8]([C:9]([CH2:14][NH:15][C:16]3[CH:21]=[CH:20][C:19]([N:22]4[CH2:27][CH2:26][O:25][CH2:24][CH2:23]4)=[CH:18][CH:17]=3)=[CH:10][NH:11]2)=[CH:7][CH:6]=1)=[O:4].C1COCC1.[O:33](C(OC(C)(C)C)=O)[C:34]([O:36][C:37]([CH3:40])([CH3:39])[CH3:38])=O.